From a dataset of CYP3A4 inhibition data for predicting drug metabolism from PubChem BioAssay. Regression/Classification. Given a drug SMILES string, predict its absorption, distribution, metabolism, or excretion properties. Task type varies by dataset: regression for continuous measurements (e.g., permeability, clearance, half-life) or binary classification for categorical outcomes (e.g., BBB penetration, CYP inhibition). Dataset: cyp3a4_veith. (1) The compound is COCCn1c(=O)c(C)nc2cnc(Oc3ccc(OC)cc3)nc21. The result is 1 (inhibitor). (2) The drug is Cn1c(CN2CCCCC2)nc2cc(NC(=O)c3ccc(Cl)cc3)ccc21. The result is 1 (inhibitor).